Dataset: Forward reaction prediction with 1.9M reactions from USPTO patents (1976-2016). Task: Predict the product of the given reaction. (1) Given the reactants C([O:3][C:4]([CH:6]1[CH2:10][CH:9]([S:11]([C:14]2[CH:19]=[CH:18][CH:17]=[CH:16][C:15]=2[C:20]([F:23])([F:22])[F:21])(=[O:13])=[O:12])[CH2:8][N:7]1[C:24]1[CH:29]=[CH:28][C:27]([F:30])=[C:26]([Cl:31])[CH:25]=1)=[O:5])C.[OH-].[Li+], predict the reaction product. The product is: [Cl:31][C:26]1[CH:25]=[C:24]([N:7]2[CH2:8][CH:9]([S:11]([C:14]3[CH:19]=[CH:18][CH:17]=[CH:16][C:15]=3[C:20]([F:22])([F:21])[F:23])(=[O:12])=[O:13])[CH2:10][CH:6]2[C:4]([OH:5])=[O:3])[CH:29]=[CH:28][C:27]=1[F:30]. (2) The product is: [F:38][C:35]1[CH:34]=[CH:33][C:32]([NH:13][S:14]([C:17]2[CH:18]=[C:19]3[C:23](=[CH:24][CH:25]=2)[CH2:22][N:21]([C:26]2[CH:31]=[CH:30][CH:29]=[CH:28][CH:27]=2)[CH2:20]3)(=[O:16])=[O:15])=[CH:37][CH:36]=1. Given the reactants FC(F)(F)C(O)=O.COC1C=C(OC)C=CC=1C[N:13]([C:32]1[CH:37]=[CH:36][C:35]([F:38])=[CH:34][CH:33]=1)[S:14]([C:17]1[CH:18]=[C:19]2[C:23](=[CH:24][CH:25]=1)[CH2:22][N:21]([C:26]1[CH:31]=[CH:30][CH:29]=[CH:28][CH:27]=1)[CH2:20]2)(=[O:16])=[O:15].C(=O)([O-])O.[Na+], predict the reaction product. (3) Given the reactants [NH:1]1[CH:8]=[CH:7][C:5]([NH2:6])=[N:4][C:2]1=[O:3].S(=O)(=O)(O)O.[F:14][C:15](I)([F:17])[F:16].OO, predict the reaction product. The product is: [F:14][C:15]([F:17])([F:16])[C:7]1[C:5]([NH2:6])=[N:4][C:2](=[O:3])[NH:1][CH:8]=1. (4) Given the reactants [CH3:1][C:2]1[C:7]([NH:8][C:9](=[O:15])[O:10][C:11]([CH3:14])([CH3:13])[CH3:12])=[C:6]([CH3:16])[N:5]=[C:4]([O:17][CH2:18][C:19](=[O:27])[NH:20][CH:21]2[CH2:26][CH2:25][NH:24][CH2:23][CH2:22]2)[N:3]=1.Br[CH2:29][CH:30]1[CH2:32][CH2:31]1, predict the reaction product. The product is: [CH:30]1([CH2:29][N:24]2[CH2:25][CH2:26][CH:21]([NH:20][C:19](=[O:27])[CH2:18][O:17][C:4]3[N:3]=[C:2]([CH3:1])[C:7]([NH:8][C:9](=[O:15])[O:10][C:11]([CH3:14])([CH3:12])[CH3:13])=[C:6]([CH3:16])[N:5]=3)[CH2:22][CH2:23]2)[CH2:32][CH2:31]1. (5) Given the reactants [Cl-].ClCC[NH+]1CCCC1.FC(F)(F)C1N=C(C2CCN(C(OC(C)(C)C)=O)CC2)NC=1.[OH-].[K+].[F:34][C:35]([F:62])([F:61])[C:36]1[N:37]=[C:38]([CH:48]2[CH2:53][CH2:52][N:51]([C:54]([O:56][C:57]([CH3:60])([CH3:59])[CH3:58])=[O:55])[CH2:50][CH2:49]2)[N:39]([CH2:41][CH2:42][N:43]2[CH2:47][CH2:46][CH2:45][CH2:44]2)[CH:40]=1.FC(F)(F)C1N(CCN2CCCC2)C(C2CCN(C(OC(C)(C)C)=O)CC2)=NC=1.[C:92]([OH:99])(=[O:98])[CH2:93][CH2:94][C:95]([OH:97])=[O:96], predict the reaction product. The product is: [C:92]([OH:99])(=[O:98])[CH2:93][CH2:94][C:95]([OH:97])=[O:96].[F:62][C:35]([F:34])([F:61])[C:36]1[N:37]=[C:38]([CH:48]2[CH2:49][CH2:50][N:51]([C:54]([O:56][C:57]([CH3:58])([CH3:59])[CH3:60])=[O:55])[CH2:52][CH2:53]2)[N:39]([CH2:41][CH2:42][N:43]2[CH2:47][CH2:46][CH2:45][CH2:44]2)[CH:40]=1. (6) Given the reactants Br[C:2]1[CH:3]=[C:4]2[C:9](=[CH:10][CH:11]=1)[CH:8]=[CH:7][CH:6]=[CH:5]2.ClCCl.[C:15]([O-])(=O)[CH3:16].[K+].Br[C:21]1[C:29]2[C:24](=[CH:25][CH:26]=[C:27]([C:30]#[N:31])[CH:28]=2)[N:23]([CH:32]2[CH2:37][CH2:36][CH2:35][CH2:34][O:33]2)[N:22]=1.[C:38](=[O:41])([O-])[O-].[K+].[K+], predict the reaction product. The product is: [CH3:29][C@H:24]1[CH2:25][CH2:26][CH2:27][C@@H:15]([CH3:16])[N:23]1[CH2:32][CH2:38][O:41][C:26]1[CH:25]=[C:24]2[C:29]([C:21]([C:2]3[CH:11]=[CH:10][C:9]4[C:4](=[CH:5][CH:6]=[CH:7][CH:8]=4)[CH:3]=3)=[N:22][N:23]2[CH:32]2[CH2:37][CH2:36][CH2:35][CH2:34][O:33]2)=[CH:28][C:27]=1[C:30]#[N:31]. (7) Given the reactants [C:1]([C@@H:3]1[CH2:7][N:6]([C:8]2[CH:13]=[CH:12][N:11]3[N:14]=[CH:15][C:16]([C:17]([N:19](CC4C=CC(OC)=CC=4)CC4C=CC(OC)=CC=4)=[O:18])=[C:10]3[CH:9]=2)[C@@H:5]([C:38]2[CH:43]=[CH:42][CH:41]=[C:40]([F:44])[CH:39]=2)[CH2:4]1)#[N:2], predict the reaction product. The product is: [C:1]([C@@H:3]1[CH2:7][N:6]([C:8]2[CH:13]=[CH:12][N:11]3[N:14]=[CH:15][C:16]([C:17]([NH2:19])=[O:18])=[C:10]3[CH:9]=2)[C@@H:5]([C:38]2[CH:43]=[CH:42][CH:41]=[C:40]([F:44])[CH:39]=2)[CH2:4]1)#[N:2]. (8) Given the reactants [C:1]([C:3]1[N:4]=[CH:5][C:6]([NH:22][C@@H:23]2[CH2:28][CH2:27][CH2:26][CH2:25][C@@H:24]2[NH:29]C(=O)OC(C)(C)C)=[N:7][C:8]=1[NH:9][C:10]1[CH:15]=[CH:14][CH:13]=[C:12]([C:16]2[N:21]=[CH:20][CH:19]=[CH:18][N:17]=2)[CH:11]=1)#[N:2], predict the reaction product. The product is: [NH2:29][C@H:24]1[CH2:25][CH2:26][CH2:27][CH2:28][C@H:23]1[NH:22][C:6]1[N:7]=[C:8]([NH:9][C:10]2[CH:15]=[CH:14][CH:13]=[C:12]([C:16]3[N:21]=[CH:20][CH:19]=[CH:18][N:17]=3)[CH:11]=2)[C:3]([C:1]#[N:2])=[N:4][CH:5]=1. (9) The product is: [CH:41]([CH:10]1[C:9](=[O:44])[N:8]([CH2:7][C:6]([OH:45])=[O:5])[C:13]2[CH:14]=[C:15]([O:39][CH3:40])[CH:16]=[C:17]([C:18]3[C:19]4[CH:28]=[CH:27][NH:26][C:20]=4[C:21](=[O:25])[N:22]([CH3:24])[CH:23]=3)[C:12]=2[O:11]1)([CH3:43])[CH3:42]. Given the reactants C([O:5][C:6](=[O:45])[CH2:7][N:8]1[C:13]2[CH:14]=[C:15]([O:39][CH3:40])[CH:16]=[C:17]([C:18]3[C:19]4[CH:28]=[CH:27][N:26](S(C5C=CC(C)=CC=5)(=O)=O)[C:20]=4[C:21](=[O:25])[N:22]([CH3:24])[CH:23]=3)[C:12]=2[O:11][CH:10]([CH:41]([CH3:43])[CH3:42])[C:9]1=[O:44])(C)(C)C.[OH-].[Na+].C(O)(C(F)(F)F)=O, predict the reaction product. (10) Given the reactants [OH:1][C:2]1[CH:3]=[C:4]([CH:7]=[CH:8][C:9]=1[OH:10])[CH:5]=[O:6].[CH:11]1([CH2:14]Br)[CH2:13][CH2:12]1.C(=O)([O-])[O-].[K+].[K+], predict the reaction product. The product is: [CH:11]1([CH2:14][O:10][C:9]2[CH:8]=[CH:7][C:4]([CH:5]=[O:6])=[CH:3][C:2]=2[OH:1])[CH2:13][CH2:12]1.